Dataset: Reaction yield outcomes from USPTO patents with 853,638 reactions. Task: Predict the reaction yield, written as a fraction of the theoretical maximum amount of product (1.0 means a 100% yield; for example, 0.34 means a 34% yield). (1) The reactants are [NH2:1][C:2]1[C:7]([C:8]([C:10]2[CH:15]=[CH:14][CH:13]=[C:12]([Br:16])[N:11]=2)=[O:9])=[CH:6][CH:5]=[CH:4][N:3]=1.[Br:17]N1C(=O)CCC1=O. The catalyst is C(#N)C. The product is [NH2:1][C:2]1[C:7]([C:8]([C:10]2[CH:15]=[CH:14][CH:13]=[C:12]([Br:16])[N:11]=2)=[O:9])=[CH:6][C:5]([Br:17])=[CH:4][N:3]=1. The yield is 0.570. (2) The reactants are Br[C:2]1[S:3][C:4]([C:7](=[O:9])[CH3:8])=[CH:5][CH:6]=1.[N:10]1[CH:15]=[CH:14][C:13](B(O)O)=[CH:12][CH:11]=1.O1CCOCC1.O.C(=O)([O-])[O-].[Cs+].[Cs+]. The catalyst is C1C=CC(P(C2C=CC=CC=2)[C-]2C=CC=C2)=CC=1.C1C=CC(P(C2C=CC=CC=2)[C-]2C=CC=C2)=CC=1.Cl[Pd]Cl.[Fe+2]. The product is [N:10]1[CH:15]=[CH:14][C:13]([C:2]2[S:3][C:4]([C:7](=[O:9])[CH3:8])=[CH:5][CH:6]=2)=[CH:12][CH:11]=1. The yield is 0.810. (3) The reactants are [C:1]([O:4][C@H:5]1[CH2:22][CH2:21][C@@:20]2([CH3:23])[C:7](=[CH:8][CH2:9][C@@H:10]3[C@@H:19]2[CH2:18][CH2:17][C@@:15]2([CH3:16])[C@H:11]3[CH2:12][C:13]([CH:25]=[O:26])=[C:14]2Cl)[CH2:6]1)(=[O:3])[CH3:2].[N:27]1[C:31]2[CH:32]=[CH:33][CH:34]=[CH:35][C:30]=2[NH:29][CH:28]=1.C([O-])([O-])=O.[K+].[K+]. The catalyst is CN(C=O)C. The product is [C:1]([O:4][C@H:5]1[CH2:22][CH2:21][C@@:20]2([CH3:23])[C:7](=[CH:8][CH2:9][C@@H:10]3[C@@H:19]2[CH2:18][CH2:17][C@@:15]2([CH3:16])[C@H:11]3[CH2:12][C:13]([CH:25]=[O:26])=[C:14]2[N:27]2[C:31]3[CH:32]=[CH:33][CH:34]=[CH:35][C:30]=3[N:29]=[CH:28]2)[CH2:6]1)(=[O:3])[CH3:2]. The yield is 0.887.